From a dataset of Peptide-MHC class I binding affinity with 185,985 pairs from IEDB/IMGT. Regression. Given a peptide amino acid sequence and an MHC pseudo amino acid sequence, predict their binding affinity value. This is MHC class I binding data. The peptide sequence is FFYCNSTQL. The MHC is H-2-Kb with pseudo-sequence H-2-Kb. The binding affinity (normalized) is 0.268.